From a dataset of Catalyst prediction with 721,799 reactions and 888 catalyst types from USPTO. Predict which catalyst facilitates the given reaction. (1) Product: [CH3:17][O:16][C:15]1[CH:14]=[CH:13][CH:12]=[C:11]([O:18][CH3:19])[C:10]=1[C:9]([NH:8][C@H:4]1[CH2:5][CH2:6][CH2:7][C@@H:3]1[NH:2][C:31]1[CH:36]=[CH:35][CH:34]=[C:33]([C:37]([F:40])([F:39])[F:38])[N:32]=1)=[O:20]. The catalyst class is: 37. Reactant: Cl.[NH2:2][C@H:3]1[CH2:7][CH2:6][CH2:5][C@@H:4]1[NH:8][C:9](=[O:20])[C:10]1[C:15]([O:16][CH3:17])=[CH:14][CH:13]=[CH:12][C:11]=1[O:18][CH3:19].CCN(C(C)C)C(C)C.F[C:31]1[CH:36]=[CH:35][CH:34]=[C:33]([C:37]([F:40])([F:39])[F:38])[N:32]=1. (2) Reactant: [NH2:1][C:2]1[CH:7]=[CH:6][N:5]([C@H:8]2[C@H:12]([O:13][Si:14]([CH2:19][CH3:20])([CH2:17][CH3:18])[CH2:15][CH3:16])[C@H:11]([F:21])[C@@:10]([N:24]=[N+:25]=[N-:26])([CH2:22][OH:23])[O:9]2)[C:4](=[O:27])[N:3]=1.C([Mg]Cl)(C)(C)C.Cl[C:35]1[CH:44]=[CH:43][C:42]2[C:37](=[CH:38][CH:39]=[CH:40][CH:41]=2)[C:36]=1[O:45][P:46](=[N:48][C@@H:49]([CH3:56])[C:50]([O:52][CH:53]([CH3:55])[CH3:54])=[O:51])=[O:47].CO. Product: [CH:53]([O:52][C:50](=[O:51])[C@@H:49]([N:48]=[P:46]([O:45][C:36]1[C:37]2[C:42](=[CH:41][CH:40]=[CH:39][CH:38]=2)[CH:43]=[CH:44][C:35]=1[O:23][CH2:22][C@:10]1([N:24]=[N+:25]=[N-:26])[C@@H:11]([F:21])[C@@H:12]([O:13][Si:14]([CH2:19][CH3:20])([CH2:15][CH3:16])[CH2:17][CH3:18])[C@H:8]([N:5]2[CH:6]=[CH:7][C:2]([NH2:1])=[N:3][C:4]2=[O:27])[O:9]1)=[O:47])[CH3:56])([CH3:54])[CH3:55]. The catalyst class is: 1. (3) Reactant: [C:1]([O:5][C:6]([NH:8][CH:9]([CH2:14][C:15]1[CH:20]=[CH:19][CH:18]=[C:17]([OH:21])[CH:16]=1)[C:10]([O:12]C)=[O:11])=[O:7])([CH3:4])([CH3:3])[CH3:2].O.[OH-].[Li+]. Product: [C:1]([O:5][C:6]([NH:8][CH:9]([CH2:14][C:15]1[CH:20]=[CH:19][CH:18]=[C:17]([OH:21])[CH:16]=1)[C:10]([OH:12])=[O:11])=[O:7])([CH3:4])([CH3:2])[CH3:3]. The catalyst class is: 24. (4) Reactant: [C:1]1([OH:7])[CH:6]=[CH:5][CH:4]=[CH:3][CH:2]=1.Br[C:9]([CH3:16])([CH3:15])[C:10]([O:12][CH2:13][CH3:14])=[O:11].C([O-])([O-])=O.[Cs+].[Cs+].O. Product: [CH3:15][C:9]([O:7][C:1]1[CH:6]=[CH:5][CH:4]=[CH:3][CH:2]=1)([CH3:16])[C:10]([O:12][CH2:13][CH3:14])=[O:11]. The catalyst class is: 23. (5) Reactant: [CH3:1][O:2][C:3]([C:5]1[NH:15][C:8]2=[N:9][CH:10]=[C:11]([CH:13]=O)[CH:12]=[C:7]2[CH:6]=1)=[O:4].C1([P+](C2C=CC=CC=2)(C2C=CC=CC=2)[CH2:23][C:24]2[CH:29]=[CH:28][CH:27]=[C:26]([C:30](=[O:42])[NH:31][C:32]3[CH:37]=[CH:36][CH:35]=[C:34]([C:38]([F:41])([F:40])[F:39])[CH:33]=3)[CH:25]=2)C=CC=CC=1.[Li+].[OH-]. Product: [CH3:1][O:2][C:3]([C:5]1[NH:15][C:8]2=[N:9][CH:10]=[C:11]([CH:13]=[CH:23][C:24]3[CH:29]=[CH:28][CH:27]=[C:26]([C:30](=[O:42])[NH:31][C:32]4[CH:37]=[CH:36][CH:35]=[C:34]([C:38]([F:39])([F:40])[F:41])[CH:33]=4)[CH:25]=3)[CH:12]=[C:7]2[CH:6]=1)=[O:4]. The catalyst class is: 5.